This data is from NCI-60 drug combinations with 297,098 pairs across 59 cell lines. The task is: Regression. Given two drug SMILES strings and cell line genomic features, predict the synergy score measuring deviation from expected non-interaction effect. (1) Drug 1: C1CC(C1)(C(=O)O)C(=O)O.[NH2-].[NH2-].[Pt+2]. Drug 2: C1CN(CCN1C(=O)CCBr)C(=O)CCBr. Cell line: COLO 205. Synergy scores: CSS=38.0, Synergy_ZIP=-4.48, Synergy_Bliss=-2.16, Synergy_Loewe=7.04, Synergy_HSA=3.26. (2) Drug 1: CCCS(=O)(=O)NC1=C(C(=C(C=C1)F)C(=O)C2=CNC3=C2C=C(C=N3)C4=CC=C(C=C4)Cl)F. Drug 2: C1CC(C1)(C(=O)O)C(=O)O.[NH2-].[NH2-].[Pt+2]. Cell line: NCI-H522. Synergy scores: CSS=24.8, Synergy_ZIP=-4.97, Synergy_Bliss=-0.0544, Synergy_Loewe=-0.747, Synergy_HSA=-0.137. (3) Drug 2: CN1C2=C(C=C(C=C2)N(CCCl)CCCl)N=C1CCCC(=O)O.Cl. Drug 1: COC1=CC(=CC(=C1O)OC)C2C3C(COC3=O)C(C4=CC5=C(C=C24)OCO5)OC6C(C(C7C(O6)COC(O7)C8=CC=CS8)O)O. Cell line: OVCAR-5. Synergy scores: CSS=22.4, Synergy_ZIP=-6.90, Synergy_Bliss=0.635, Synergy_Loewe=-22.8, Synergy_HSA=0.513. (4) Drug 1: C1=NC2=C(N1)C(=S)N=CN2. Drug 2: CC1C(C(CC(O1)OC2CC(CC3=C2C(=C4C(=C3O)C(=O)C5=CC=CC=C5C4=O)O)(C(=O)C)O)N)O. Cell line: NCI-H226. Synergy scores: CSS=47.6, Synergy_ZIP=-6.40, Synergy_Bliss=-4.85, Synergy_Loewe=-16.0, Synergy_HSA=-0.726.